From a dataset of Reaction yield outcomes from USPTO patents with 853,638 reactions. Predict the reaction yield, written as a fraction of the theoretical maximum amount of product (1.0 means a 100% yield; for example, 0.34 means a 34% yield). (1) The reactants are [C:1]([O:5][C:6](=[O:42])[N:7]([CH2:9][CH:10]([O:34][Si:35]([C:38]([CH3:41])([CH3:40])[CH3:39])([CH3:37])[CH3:36])[CH2:11][O:12][C:13]1[CH:18]=[CH:17][CH:16]=[C:15]([C:19]2[N:24]=[C:23](Cl)[CH:22]=[C:21]([N:26]([CH3:33])[CH:27]3[CH2:32][CH2:31][O:30][CH2:29][CH2:28]3)[N:20]=2)[CH:14]=1)[CH3:8])([CH3:4])([CH3:3])[CH3:2].C([O-])([O-])=O.[Na+].[Na+].[N:49]1[CH:54]=[CH:53][C:52](B(O)O)=[CH:51][CH:50]=1. The catalyst is O1CCOCC1.O.C1C=CC([P]([Pd]([P](C2C=CC=CC=2)(C2C=CC=CC=2)C2C=CC=CC=2)([P](C2C=CC=CC=2)(C2C=CC=CC=2)C2C=CC=CC=2)[P](C2C=CC=CC=2)(C2C=CC=CC=2)C2C=CC=CC=2)(C2C=CC=CC=2)C2C=CC=CC=2)=CC=1. The product is [C:1]([O:5][C:6](=[O:42])[N:7]([CH2:9][CH:10]([O:34][Si:35]([C:38]([CH3:41])([CH3:40])[CH3:39])([CH3:37])[CH3:36])[CH2:11][O:12][C:13]1[CH:18]=[CH:17][CH:16]=[C:15]([C:19]2[N:20]=[C:21]([N:26]([CH3:33])[CH:27]3[CH2:32][CH2:31][O:30][CH2:29][CH2:28]3)[CH:22]=[C:23]([C:52]3[CH:53]=[CH:54][N:49]=[CH:50][CH:51]=3)[N:24]=2)[CH:14]=1)[CH3:8])([CH3:4])([CH3:3])[CH3:2]. The yield is 0.750. (2) The yield is 0.821. The reactants are [C:1]([OH:5])([CH3:4])([CH3:3])[CH3:2].N1C=CC=CC=1.[C:12]([C:14]1[CH:15]=[C:16]([CH:20]=[CH:21][CH:22]=1)[C:17](Cl)=[O:18])#[N:13]. The catalyst is CN(C1C=CN=CC=1)C.C(Cl)Cl. The product is [C:1]([O:5][C:17](=[O:18])[C:16]1[CH:20]=[CH:21][CH:22]=[C:14]([C:12]#[N:13])[CH:15]=1)([CH3:4])([CH3:3])[CH3:2]. (3) The reactants are Br[C:2]1[CH:3]=[CH:4][C:5]2[N:9]=[CH:8][N:7]([C:10]3[CH:15]=[CH:14][C:13]([O:16][CH3:17])=[CH:12][CH:11]=3)[C:6]=2[CH:18]=1.[F:19][C:20]1[CH:25]=[CH:24][C:23]([C:26]2[O:27][C:28]3[CH:38]=[C:37]([N:39]([CH3:44])[S:40]([CH3:43])(=[O:42])=[O:41])[C:36](B4OC(C)(C)C(C)(C)O4)=[CH:35][C:29]=3[C:30]=2[C:31]([NH:33][CH3:34])=[O:32])=[CH:22][CH:21]=1.[O-]P([O-])([O-])=O.[K+].[K+].[K+]. The catalyst is O1CCOCC1.C1C=CC(P(C2C=CC=CC=2)[C-]2C=CC=C2)=CC=1.C1C=CC(P(C2C=CC=CC=2)[C-]2C=CC=C2)=CC=1.Cl[Pd]Cl.[Fe+2]. The product is [F:19][C:20]1[CH:25]=[CH:24][C:23]([C:26]2[O:27][C:28]3[CH:38]=[C:37]([N:39]([CH3:44])[S:40]([CH3:43])(=[O:41])=[O:42])[C:36]([C:2]4[CH:3]=[CH:4][C:5]5[N:9]=[CH:8][N:7]([C:10]6[CH:15]=[CH:14][C:13]([O:16][CH3:17])=[CH:12][CH:11]=6)[C:6]=5[CH:18]=4)=[CH:35][C:29]=3[C:30]=2[C:31]([NH:33][CH3:34])=[O:32])=[CH:22][CH:21]=1. The yield is 0.268.